From a dataset of Full USPTO retrosynthesis dataset with 1.9M reactions from patents (1976-2016). Predict the reactants needed to synthesize the given product. (1) Given the product [CH2:12]([N:10]1[C:9]2[CH:19]=[C:20]([Cl:23])[CH:21]=[CH:22][C:8]=2[O:7][CH:6]([C:4]([OH:5])=[O:3])[CH2:11]1)[C:13]1[CH:14]=[CH:15][CH:16]=[CH:17][CH:18]=1, predict the reactants needed to synthesize it. The reactants are: C([O:3][C:4]([CH:6]1[CH2:11][N:10]([CH2:12][C:13]2[CH:18]=[CH:17][CH:16]=[CH:15][CH:14]=2)[C:9]2[CH:19]=[C:20]([Cl:23])[CH:21]=[CH:22][C:8]=2[O:7]1)=[O:5])C.O.[Li+].[OH-]. (2) Given the product [N+:25]([C:24]1[CH:23]=[CH:22][S:21][C:20]=1[C:6]1[N:7]=[CH:8][S:9][CH:10]=1)([O-:27])=[O:26], predict the reactants needed to synthesize it. The reactants are: C([Sn](CCCC)(CCCC)[C:6]1[N:7]=[CH:8][S:9][CH:10]=1)CCC.Cl[C:20]1[S:21][CH:22]=[CH:23][C:24]=1[N+:25]([O-:27])=[O:26].